From a dataset of Catalyst prediction with 721,799 reactions and 888 catalyst types from USPTO. Predict which catalyst facilitates the given reaction. Reactant: [Br:1][C:2]1[O:6][C:5]([CH:7]([C:9]2[C:10]([Cl:15])=[N:11][CH:12]=[N:13][CH:14]=2)[OH:8])=[CH:4][CH:3]=1. Product: [Br:1][C:2]1[O:6][C:5]([C:7]([C:9]2[C:10]([Cl:15])=[N:11][CH:12]=[N:13][CH:14]=2)=[O:8])=[CH:4][CH:3]=1. The catalyst class is: 177.